From a dataset of NCI-60 drug combinations with 297,098 pairs across 59 cell lines. Regression. Given two drug SMILES strings and cell line genomic features, predict the synergy score measuring deviation from expected non-interaction effect. Cell line: MCF7. Drug 1: CCC1(CC2CC(C3=C(CCN(C2)C1)C4=CC=CC=C4N3)(C5=C(C=C6C(=C5)C78CCN9C7C(C=CC9)(C(C(C8N6C)(C(=O)OC)O)OC(=O)C)CC)OC)C(=O)OC)O.OS(=O)(=O)O. Synergy scores: CSS=6.06, Synergy_ZIP=-1.86, Synergy_Bliss=0.309, Synergy_Loewe=0.347, Synergy_HSA=1.13. Drug 2: C1C(C(OC1N2C=NC(=NC2=O)N)CO)O.